Dataset: Catalyst prediction with 721,799 reactions and 888 catalyst types from USPTO. Task: Predict which catalyst facilitates the given reaction. (1) Reactant: [Cl:1][C:2]1[S:6][C:5]([C:7]([NH:9][C:10]2([C:15]([OH:17])=O)[CH2:14][CH2:13][O:12][CH2:11]2)=[O:8])=[CH:4][CH:3]=1.[CH3:18][N:19]1[CH2:25][CH2:24][C:23]2[CH:26]=[C:27]([NH2:30])[CH:28]=[CH:29][C:22]=2[CH2:21][CH2:20]1.CN(C(ON1N=NC2C=CC=CC1=2)=[N+](C)C)C.[B-](F)(F)(F)F.[O-2].[Al+3].[O-2].[O-2].[Al+3]. Product: [Cl:1][C:2]1[S:6][C:5]([C:7]([NH:9][C:10]2([C:15]([NH:30][C:27]3[CH:28]=[CH:29][C:22]4[CH2:21][CH2:20][N:19]([CH3:18])[CH2:25][CH2:24][C:23]=4[CH:26]=3)=[O:17])[CH2:14][CH2:13][O:12][CH2:11]2)=[O:8])=[CH:4][CH:3]=1. The catalyst class is: 1. (2) Product: [C:9]([N:12]1[C:21]2[C:16](=[CH:17][C:18]([C:22]([NH:8][CH2:7][CH2:6][CH2:5][O:4][CH:1]([CH3:3])[CH3:2])=[O:23])=[CH:19][CH:20]=2)[C:15]([C:26]2[CH:31]=[CH:30][CH:29]=[CH:28][CH:27]=2)([CH3:25])[CH2:14][C:13]1([CH3:33])[CH3:32])(=[O:11])[CH3:10]. Reactant: [CH:1]([O:4][CH2:5][CH2:6][CH2:7][NH2:8])([CH3:3])[CH3:2].[C:9]([N:12]1[C:21]2[C:16](=[CH:17][C:18]([C:22](O)=[O:23])=[CH:19][CH:20]=2)[C:15]([C:26]2[CH:31]=[CH:30][CH:29]=[CH:28][CH:27]=2)([CH3:25])[CH2:14][C:13]1([CH3:33])[CH3:32])(=[O:11])[CH3:10].CN(C(ON1N=NC2C=CC=NC1=2)=[N+](C)C)C.F[P-](F)(F)(F)(F)F.C(N(CC)C(C)C)(C)C. The catalyst class is: 4. (3) Product: [CH2:11]([N:18]1[CH2:23][CH:22]([CH3:24])[O:21][CH2:20][CH:19]1[CH2:25][CH:26]=[O:27])[C:12]1[CH:13]=[CH:14][CH:15]=[CH:16][CH:17]=1. The catalyst class is: 46. Reactant: C(Cl)(=O)C(Cl)=O.CS(C)=O.[CH2:11]([N:18]1[CH2:23][CH:22]([CH3:24])[O:21][CH2:20][CH:19]1[CH2:25][CH2:26][OH:27])[C:12]1[CH:17]=[CH:16][CH:15]=[CH:14][CH:13]=1.C(N(CC)CC)C. (4) Reactant: [Si:1]([O:8][CH2:9][CH2:10][CH2:11][CH2:12][CH2:13][CH2:14][CH2:15][CH2:16][CH2:17][N:18]([CH3:27])[C@H:19]1[C@H:23]2[CH2:24][CH2:25][C@@H:20]1[C:21](=[O:26])[CH2:22]2)([C:4]([CH3:7])([CH3:6])[CH3:5])([CH3:3])[CH3:2].[H-].C(O[Al](OC(C)(C)C)OC(C)(C)C)(C)(C)C.[Li+]. Product: [Si:1]([O:8][CH2:9][CH2:10][CH2:11][CH2:12][CH2:13][CH2:14][CH2:15][CH2:16][CH2:17][N:18]([CH3:27])[C@H:19]1[C@H:23]2[CH2:24][CH2:25][C@@H:20]1[C@H:21]([OH:26])[CH2:22]2)([C:4]([CH3:7])([CH3:6])[CH3:5])([CH3:2])[CH3:3]. The catalyst class is: 1. (5) Reactant: [CH2:1]([O:8][C:9](=[O:12])[CH2:10][NH2:11])[C:2]1[CH:7]=[CH:6][CH:5]=[CH:4][CH:3]=1.[C:13](O)([C:15](F)(F)F)=[O:14].[C:20]([O:24][C:25](=[O:31])NCC(=O)N)([CH3:23])([CH3:22])[CH3:21].CCN=C=NCCCN(C)C.Cl.C(N(CC)CC)C. Product: [CH2:1]([O:8][C:9](=[O:12])[CH2:10][NH:11][C:13](=[O:14])[CH2:15][C:25]([O:24][C:20]([CH3:21])([CH3:22])[CH3:23])=[O:31])[C:2]1[CH:7]=[CH:6][CH:5]=[CH:4][CH:3]=1. The catalyst class is: 4. (6) Reactant: C1(O[C:8](=[O:21])[NH:9][C:10]2[CH:19]=[CH:18][CH:17]=[C:16]3[C:11]=2[CH:12]=[CH:13][N:14]=[C:15]3[Cl:20])C=CC=CC=1.Cl.[CH2:23]([CH:30]1[C:39]2[C:34](=[CH:35][C:36]([F:40])=[CH:37][CH:38]=2)[CH2:33][CH2:32][CH:31]1[NH2:41])[C:24]1[CH:29]=[CH:28][CH:27]=[CH:26][CH:25]=1.C(=O)(O)[O-].[Na+]. Product: [CH2:23]([CH:30]1[C:39]2[C:34](=[CH:35][C:36]([F:40])=[CH:37][CH:38]=2)[CH2:33][CH2:32][CH:31]1[NH:41][C:8]([NH:9][C:10]1[CH:19]=[CH:18][CH:17]=[C:16]2[C:11]=1[CH:12]=[CH:13][N:14]=[C:15]2[Cl:20])=[O:21])[C:24]1[CH:25]=[CH:26][CH:27]=[CH:28][CH:29]=1. The catalyst class is: 16. (7) Reactant: FC(F)(F)C(O)=O.[Br:8][C:9]1[CH:14]=[CH:13][C:12]([C:15]2([C:36]#[N:37])[CH:19]([CH2:20][C:21]([CH3:24])([CH3:23])[CH3:22])[NH:18][CH:17]([C:25](O)=[O:26])[CH:16]2[C:28]2[CH:33]=[CH:32][CH:31]=[C:30]([Cl:34])[C:29]=2[F:35])=[CH:11][CH:10]=1.CC1(C)[O:43][C@@H:42]([CH2:44][CH2:45][NH2:46])[CH2:41][O:40]1.CN(C(ON1N=NC2C=CC=NC1=2)=[N+](C)C)C.F[P-](F)(F)(F)(F)F.CCN(C(C)C)C(C)C.Cl. Product: [OH:43][C@H:42]([CH2:41][OH:40])[CH2:44][CH2:45][NH:46][C:25]([CH:17]1[CH:16]([C:28]2[CH:33]=[CH:32][CH:31]=[C:30]([Cl:34])[C:29]=2[F:35])[C:15]([C:12]2[CH:13]=[CH:14][C:9]([Br:8])=[CH:10][CH:11]=2)([C:36]#[N:37])[CH:19]([CH2:20][C:21]([CH3:24])([CH3:23])[CH3:22])[NH:18]1)=[O:26]. The catalyst class is: 539. (8) Reactant: CC1(C)C(C)(C)OB([C:9]2[CH:17]=[CH:16][CH:15]=[C:14]3[C:10]=2[CH2:11][CH2:12][C@@H:13]3[NH:18][C:19](=[O:25])[O:20][C:21]([CH3:24])([CH3:23])[CH3:22])O1.[Br:27][C:28]1[N:32]=[C:31](Cl)[S:30][N:29]=1.N#N. Product: [Br:27][C:28]1[N:32]=[C:31]([C:9]2[CH:17]=[CH:16][CH:15]=[C:14]3[C:10]=2[CH2:11][CH2:12][C@@H:13]3[NH:18][C:19](=[O:25])[O:20][C:21]([CH3:22])([CH3:23])[CH3:24])[S:30][N:29]=1. The catalyst class is: 108. (9) Reactant: [F:1][C:2]1[CH:7]=[CH:6][CH:5]=[CH:4][C:3]=1[N:8]1[C:16]2[CH:15]=[CH:14][CH:13]=[C:12]([NH2:17])[C:11]=2[CH:10]=[N:9]1.[Cl:18][CH2:19][CH2:20][CH2:21][N:22]=[C:23]=[O:24]. Product: [Cl:18][CH2:19][CH2:20][CH2:21][NH:22][C:23]([NH:17][C:12]1[CH:13]=[CH:14][CH:15]=[C:16]2[C:11]=1[CH:10]=[N:9][N:8]2[C:3]1[CH:4]=[CH:5][CH:6]=[CH:7][C:2]=1[F:1])=[O:24]. The catalyst class is: 2.